From a dataset of Forward reaction prediction with 1.9M reactions from USPTO patents (1976-2016). Predict the product of the given reaction. Given the reactants [NH2:1][C:2]1[C:7]([C:8]2[C:9](=[O:14])[NH:10][CH:11]=[CH:12][CH:13]=2)=[CH:6][C:5]([C:15]([CH3:18])([CH3:17])[CH3:16])=[CH:4][C:3]=1[CH2:19][CH2:20][C:21]1[CH:26]=[CH:25][C:24]([NH:27][S:28]([CH3:31])(=[O:30])=[O:29])=[CH:23][CH:22]=1.N1C=CC=C[CH:33]=1.[C:38](OC(=O)C)(=[O:40])[CH3:39], predict the reaction product. The product is: [C:15]([C:5]1[CH:6]=[C:7]([C:8]2[C:9]([O:14][CH3:33])=[N:10][CH:11]=[CH:12][CH:13]=2)[C:2]([NH:1][C:38](=[O:40])[CH3:39])=[C:3]([CH2:19][CH2:20][C:21]2[CH:26]=[CH:25][C:24]([NH:27][S:28]([CH3:31])(=[O:30])=[O:29])=[CH:23][CH:22]=2)[CH:4]=1)([CH3:16])([CH3:17])[CH3:18].